The task is: Regression. Given two drug SMILES strings and cell line genomic features, predict the synergy score measuring deviation from expected non-interaction effect.. This data is from NCI-60 drug combinations with 297,098 pairs across 59 cell lines. (1) Drug 1: CCCCC(=O)OCC(=O)C1(CC(C2=C(C1)C(=C3C(=C2O)C(=O)C4=C(C3=O)C=CC=C4OC)O)OC5CC(C(C(O5)C)O)NC(=O)C(F)(F)F)O. Drug 2: CC1C(C(CC(O1)OC2CC(CC3=C2C(=C4C(=C3O)C(=O)C5=C(C4=O)C(=CC=C5)OC)O)(C(=O)CO)O)N)O.Cl. Cell line: SR. Synergy scores: CSS=46.3, Synergy_ZIP=-4.02, Synergy_Bliss=-3.55, Synergy_Loewe=-2.74, Synergy_HSA=0.857. (2) Drug 1: C1CC(=O)NC(=O)C1N2C(=O)C3=CC=CC=C3C2=O. Drug 2: CC12CCC3C(C1CCC2OP(=O)(O)O)CCC4=C3C=CC(=C4)OC(=O)N(CCCl)CCCl.[Na+]. Cell line: HCT-15. Synergy scores: CSS=2.67, Synergy_ZIP=-2.31, Synergy_Bliss=4.80, Synergy_Loewe=-5.00, Synergy_HSA=-3.81. (3) Drug 1: CCN(CC)CCCC(C)NC1=C2C=C(C=CC2=NC3=C1C=CC(=C3)Cl)OC. Drug 2: CN(C(=O)NC(C=O)C(C(C(CO)O)O)O)N=O. Cell line: PC-3. Synergy scores: CSS=14.3, Synergy_ZIP=-1.59, Synergy_Bliss=-2.36, Synergy_Loewe=-8.01, Synergy_HSA=-3.53. (4) Drug 1: C1=CC=C(C=C1)NC(=O)CCCCCCC(=O)NO. Drug 2: CC12CCC3C(C1CCC2OP(=O)(O)O)CCC4=C3C=CC(=C4)OC(=O)N(CCCl)CCCl.[Na+]. Cell line: MDA-MB-435. Synergy scores: CSS=7.97, Synergy_ZIP=-1.20, Synergy_Bliss=2.40, Synergy_Loewe=-8.34, Synergy_HSA=-3.15. (5) Drug 1: C1CCC(C1)C(CC#N)N2C=C(C=N2)C3=C4C=CNC4=NC=N3. Drug 2: C1C(C(OC1N2C=NC(=NC2=O)N)CO)O. Cell line: SF-268. Synergy scores: CSS=-0.797, Synergy_ZIP=4.55, Synergy_Bliss=2.27, Synergy_Loewe=-7.59, Synergy_HSA=-4.19. (6) Drug 1: C1CC(C1)(C(=O)O)C(=O)O.[NH2-].[NH2-].[Pt+2]. Drug 2: CC1=C(N=C(N=C1N)C(CC(=O)N)NCC(C(=O)N)N)C(=O)NC(C(C2=CN=CN2)OC3C(C(C(C(O3)CO)O)O)OC4C(C(C(C(O4)CO)O)OC(=O)N)O)C(=O)NC(C)C(C(C)C(=O)NC(C(C)O)C(=O)NCCC5=NC(=CS5)C6=NC(=CS6)C(=O)NCCC[S+](C)C)O. Cell line: SNB-19. Synergy scores: CSS=13.0, Synergy_ZIP=-6.48, Synergy_Bliss=-1.17, Synergy_Loewe=-7.24, Synergy_HSA=-2.45. (7) Cell line: HOP-62. Drug 2: CS(=O)(=O)C1=CC(=C(C=C1)C(=O)NC2=CC(=C(C=C2)Cl)C3=CC=CC=N3)Cl. Drug 1: CC1=C2C(C(=O)C3(C(CC4C(C3C(C(C2(C)C)(CC1OC(=O)C(C(C5=CC=CC=C5)NC(=O)OC(C)(C)C)O)O)OC(=O)C6=CC=CC=C6)(CO4)OC(=O)C)OC)C)OC. Synergy scores: CSS=53.7, Synergy_ZIP=9.90, Synergy_Bliss=13.8, Synergy_Loewe=0.163, Synergy_HSA=13.9. (8) Drug 1: C1CC(=O)NC(=O)C1N2CC3=C(C2=O)C=CC=C3N. Drug 2: CC1=CC2C(CCC3(C2CCC3(C(=O)C)OC(=O)C)C)C4(C1=CC(=O)CC4)C. Cell line: SF-268. Synergy scores: CSS=-3.29, Synergy_ZIP=1.53, Synergy_Bliss=-4.48, Synergy_Loewe=-7.93, Synergy_HSA=-8.99.